From a dataset of Full USPTO retrosynthesis dataset with 1.9M reactions from patents (1976-2016). Predict the reactants needed to synthesize the given product. (1) Given the product [CH2:7]([N:14]1[CH2:15][C@@H:16]2[C@@H:17]([CH2:19][NH:20][CH2:21]2)[CH2:18]1)[C:8]1[CH:13]=[CH:12][CH:11]=[CH:10][CH:9]=1, predict the reactants needed to synthesize it. The reactants are: [H-].[H-].[H-].[H-].[Li+].[Al+3].[CH2:7]([N:14]1[CH2:18][C@@H:17]2[C:19](=O)[NH:20][C:21](=O)[C@@H:16]2[CH2:15]1)[C:8]1[CH:13]=[CH:12][CH:11]=[CH:10][CH:9]=1. (2) Given the product [Br:1][C:2]1[CH:8]=[CH:7][C:5]([NH:6][C:11]2[S:12][C:13]3[CH:19]=[CH:18][CH:17]=[CH:16][C:14]=3[N:15]=2)=[C:4]([F:9])[CH:3]=1, predict the reactants needed to synthesize it. The reactants are: [Br:1][C:2]1[CH:8]=[CH:7][C:5]([NH2:6])=[C:4]([F:9])[CH:3]=1.Cl[C:11]1[S:12][C:13]2[CH:19]=[CH:18][CH:17]=[CH:16][C:14]=2[N:15]=1. (3) Given the product [OH:23][C:17]1([CH3:24])[C:16]2=[N:1][C:2]([C:3]([NH:5][C@H:6]3[CH2:11][CH2:10][C@H:9]([CH3:12])[CH2:8][CH2:7]3)=[O:4])=[CH:13][N:14]=[C:20]2[CH:19]([CH3:21])[CH2:18]1, predict the reactants needed to synthesize it. The reactants are: [NH2:1][CH:2]([CH2:13][NH2:14])[C:3]([NH:5][CH:6]1[CH2:11][CH2:10][CH:9]([CH3:12])[CH2:8][CH2:7]1)=[O:4].C[CH:16]1[CH2:20][CH:19]([CH3:21])[C:18](=O)[C:17]1=[O:23].[CH3:24]C1C=CC(S([O-])(=O)=O)=CC=1.C1C=C[NH+]=CC=1. (4) Given the product [N+:1]([C:4]1[CH:5]=[C:6]([CH:7]2[O:14][CH2:13][CH2:12][O:8]2)[CH:9]=[CH:10][CH:11]=1)([O-:3])=[O:2], predict the reactants needed to synthesize it. The reactants are: [N+:1]([C:4]1[CH:5]=[C:6]([CH:9]=[CH:10][CH:11]=1)[CH:7]=[O:8])([O-:3])=[O:2].[CH2:12](O)[CH2:13][OH:14].C1(C)C=CC(S(O)(=O)=O)=CC=1. (5) Given the product [Br:8][C:9]1[N:13]2[CH:14]=[C:15]([C:22]3[CH:26]=[CH:25][O:24][CH:23]=3)[CH:16]=[C:17]([C:18]([F:20])([F:21])[F:19])[C:12]2=[N:11][C:10]=1[C:27]([N:31]1[CH2:32][CH2:33][CH:34]([N:37]2[CH2:41][CH2:40][O:39][C:38]2=[O:42])[CH2:35][CH2:36]1)=[O:28], predict the reactants needed to synthesize it. The reactants are: CCN(CC)CC.[Br:8][C:9]1[N:13]2[CH:14]=[C:15]([C:22]3[CH:26]=[CH:25][O:24][CH:23]=3)[CH:16]=[C:17]([C:18]([F:21])([F:20])[F:19])[C:12]2=[N:11][C:10]=1[C:27](O)=[O:28].Cl.[NH:31]1[CH2:36][CH2:35][CH:34]([N:37]2[CH2:41][CH2:40][O:39][C:38]2=[O:42])[CH2:33][CH2:32]1.C(Cl)CCl.C1C=CC2N(O)N=NC=2C=1. (6) Given the product [CH2:27]([N:34]1[CH2:39][CH2:38][CH:37]([CH3:40])[CH:36]([N:41]([CH3:42])[C:2]2[C:3]3[CH:10]=[CH:9][N:8]([S:11]([C:14]4[CH:20]=[CH:19][C:17]([CH3:18])=[CH:16][CH:15]=4)(=[O:13])=[O:12])[C:4]=3[N:5]=[CH:6][N:7]=2)[CH2:35]1)[C:28]1[CH:29]=[CH:30][CH:31]=[CH:32][CH:33]=1, predict the reactants needed to synthesize it. The reactants are: Cl[C:2]1[C:3]2[CH:10]=[CH:9][N:8]([S:11]([C:14]3[CH:20]=[CH:19][C:17]([CH3:18])=[CH:16][CH:15]=3)(=[O:13])=[O:12])[C:4]=2[N:5]=[CH:6][N:7]=1.C(=O)([O-])[O-].[K+].[K+].[CH2:27]([N:34]1[CH2:39][CH2:38][CH:37]([CH3:40])[CH:36]([NH:41][CH3:42])[CH2:35]1)[C:28]1[CH:33]=[CH:32][CH:31]=[CH:30][CH:29]=1.C(OCC)(=O)C. (7) Given the product [N:42]1([C:5]([NH:13][C:14]2[CH:19]=[CH:18][C:17]([CH2:20][C:21]([NH:23][C:24]3[CH:29]=[CH:28][C:27]([CH:30]([CH3:39])[CH2:31][C:32]([O:34][C:35]([CH3:36])([CH3:37])[CH3:38])=[O:33])=[CH:26][CH:25]=3)=[O:22])=[CH:16][C:15]=2[O:40][CH3:41])=[O:11])[C:50]2[C:45](=[CH:46][CH:47]=[CH:48][CH:49]=2)[CH2:44][CH2:43]1, predict the reactants needed to synthesize it. The reactants are: ClC(Cl)(O[C:5](=[O:11])OC(Cl)(Cl)Cl)Cl.[NH2:13][C:14]1[CH:19]=[CH:18][C:17]([CH2:20][C:21]([NH:23][C:24]2[CH:29]=[CH:28][C:27]([CH:30]([CH3:39])[CH2:31][C:32]([O:34][C:35]([CH3:38])([CH3:37])[CH3:36])=[O:33])=[CH:26][CH:25]=2)=[O:22])=[CH:16][C:15]=1[O:40][CH3:41].[NH:42]1[C:50]2[C:45](=[CH:46][CH:47]=[CH:48][CH:49]=2)[CH2:44][CH2:43]1. (8) Given the product [O:10]1[C:14]2[CH:15]=[CH:16][CH:17]=[CH:18][C:13]=2[CH:12]=[C:11]1[C:19]1[N:23]2[N:24]=[C:25]([O:7][CH2:6][CH2:5][O:4][CH2:3][CH2:2][NH2:1])[CH:26]=[CH:27][C:22]2=[N:21][CH:20]=1, predict the reactants needed to synthesize it. The reactants are: [NH2:1][CH2:2][CH2:3][O:4][CH2:5][CH2:6][OH:7].[H-].[Na+].[O:10]1[C:14]2[CH:15]=[CH:16][CH:17]=[CH:18][C:13]=2[CH:12]=[C:11]1[C:19]1[N:23]2[N:24]=[C:25](Cl)[CH:26]=[CH:27][C:22]2=[N:21][CH:20]=1. (9) The reactants are: [Cl:1][C:2]1[CH:10]=[C:6]([C:7]([OH:9])=O)[C:5]([OH:11])=[CH:4][CH:3]=1.[N+:12]([C:15]1[CH:21]=[CH:20][C:18]([NH2:19])=[CH:17][C:16]=1[C:22]([F:25])([F:24])[F:23])([O-:14])=[O:13]. Given the product [Cl:1][C:2]1[CH:3]=[CH:4][C:5]([OH:11])=[C:6]([CH:10]=1)[C:7]([NH:19][C:18]1[CH:20]=[CH:21][C:15]([N+:12]([O-:14])=[O:13])=[C:16]([C:22]([F:23])([F:24])[F:25])[CH:17]=1)=[O:9], predict the reactants needed to synthesize it. (10) Given the product [O:41]1[CH:27]=[CH:28][CH:29]=[C:24]1[C:3]1[CH:4]=[CH:5][C:6]([CH2:8][NH:9][CH:10]=[C:11]2[C:20]3[C:15](=[CH:16][CH:17]=[C:18]([I:21])[CH:19]=3)[C:14](=[O:22])[NH:13][C:12]2=[O:23])=[CH:7][C:2]=1[OH:1], predict the reactants needed to synthesize it. The reactants are: [OH:1][C:2]1[CH:7]=[C:6]([CH2:8][NH:9][CH:10]=[C:11]2[C:20]3[C:15](=[CH:16][CH:17]=[C:18]([I:21])[CH:19]=3)[C:14](=[O:22])[NH:13][C:12]2=[O:23])[CH:5]=[CH:4][C:3]=1[C:24]1[CH:29]=[CH:28][CH:27]=CC=1.IC1C=C2C(=CC=1)C(=[O:41])NC(=O)C2=COC.NCC1C=CC(C2C=COC=2)=C(O)C=1.